Predict which catalyst facilitates the given reaction. From a dataset of Catalyst prediction with 721,799 reactions and 888 catalyst types from USPTO. (1) Reactant: [CH2:1]1[C:6]2([CH2:11][CH2:10][CH:9]([C:12]([O:14][CH3:15])=[O:13])[CH2:8][CH2:7]2)[CH2:5][CH2:4][NH:3][CH2:2]1.Br[C:17]1[CH:22]=[CH:21][CH:20]=[CH:19][C:18]=1/[CH:23]=[CH:24]/[C:25]([O:27][C:28]([CH3:31])([CH3:30])[CH3:29])=[O:26].C(Cl)(Cl)Cl.CC1(C)C2C(=C(P(C3C=CC=CC=3)C3C=CC=CC=3)C=CC=2)OC2C(P(C3C=CC=CC=3)C3C=CC=CC=3)=CC=CC1=2.C([O-])([O-])=O.[Cs+].[Cs+]. Product: [C:28]([O:27][C:25](=[O:26])/[CH:24]=[CH:23]/[C:18]1[CH:17]=[CH:22][CH:21]=[CH:20][C:19]=1[N:3]1[CH2:2][CH2:1][C:6]2([CH2:11][CH2:10][CH:9]([C:12]([O:14][CH3:15])=[O:13])[CH2:8][CH2:7]2)[CH2:5][CH2:4]1)([CH3:31])([CH3:29])[CH3:30]. The catalyst class is: 101. (2) Reactant: [CH2:1]([O:3][C:4]([C:6]1[C:7]2[S:15][CH:14]=[C:13]([CH2:16]Br)[C:8]=2[C:9]([Cl:12])=[N:10][CH:11]=1)=[O:5])[CH3:2].[F:18][C:19]1[CH:24]=[C:23]([Br:25])[CH:22]=[C:21]([F:26])[C:20]=1[OH:27].C(=O)([O-])[O-].[K+].[K+]. Product: [CH2:1]([O:3][C:4]([C:6]1[C:7]2[S:15][CH:14]=[C:13]([CH2:16][O:27][C:20]3[C:19]([F:18])=[CH:24][C:23]([Br:25])=[CH:22][C:21]=3[F:26])[C:8]=2[C:9]([Cl:12])=[N:10][CH:11]=1)=[O:5])[CH3:2]. The catalyst class is: 213. (3) Reactant: CN1CCOCC1.CN(C(ON1N=NC2C=CC=CC1=2)=[N+](C)C)C.F[P-](F)(F)(F)(F)F.O.ON1C2C=CC=CC=2N=N1.[C:43]([C:47]1[CH:55]=[CH:54][C:50]([C:51]([OH:53])=O)=[CH:49][CH:48]=1)([CH3:46])([CH3:45])[CH3:44].[NH2:56][C@@H:57]([CH2:77][CH:78]([CH3:80])[CH3:79])[C:58]([N:60]1[CH2:64][CH2:63][C@H:62]2[N:65]([C:69](=[O:76])[C:70]3[CH:75]=[CH:74][CH:73]=[CH:72][CH:71]=3)[CH2:66][C@H:67]([OH:68])[C@@H:61]12)=[O:59]. Product: [C:69]([N:65]1[C@H:62]2[C@H:61]([N:60]([C:58]([C@@H:57]([NH:56][C:51](=[O:53])[C:50]3[CH:49]=[CH:48][C:47]([C:43]([CH3:44])([CH3:45])[CH3:46])=[CH:55][CH:54]=3)[CH2:77][CH:78]([CH3:80])[CH3:79])=[O:59])[CH2:64][CH2:63]2)[C@@H:67]([OH:68])[CH2:66]1)(=[O:76])[C:70]1[CH:75]=[CH:74][CH:73]=[CH:72][CH:71]=1. The catalyst class is: 9. (4) Reactant: [CH3:1][O:2][C:3]([C:5]1[CH:25]=[C:8]2[C:9]([O:17][S:18]([C:21]([F:24])([F:23])[F:22])(=[O:20])=[O:19])=[C:10]([C:14](O)=[O:15])[C:11]([CH3:13])=[CH:12][N:7]2[N:6]=1)=[O:4].C(Cl)(=O)C([Cl:29])=O. Product: [Cl:29][C:14]([C:10]1[C:11]([CH3:13])=[CH:12][N:7]2[N:6]=[C:5]([C:3]([O:2][CH3:1])=[O:4])[CH:25]=[C:8]2[C:9]=1[O:17][S:18]([C:21]([F:24])([F:23])[F:22])(=[O:20])=[O:19])=[O:15]. The catalyst class is: 2. (5) Reactant: [CH3:1][O:2][C:3]([C:5]1[NH:25][C:8]2=[N:9][CH:10]=[C:11]([NH:13][CH2:14][C:15]3[CH:20]=[C:19]([N+:21]([O-])=O)[CH:18]=[CH:17][C:16]=3[CH3:24])[CH:12]=[C:7]2[CH:6]=1)=[O:4].C[OH:27]. The catalyst class is: 45. Product: [CH3:1][O:2][C:3]([C:5]1[NH:25][C:8]2=[N:9][CH:10]=[C:11]([NH:13][C:14](=[O:27])[C:15]3[CH:20]=[C:19]([NH2:21])[CH:18]=[CH:17][C:16]=3[CH3:24])[CH:12]=[C:7]2[CH:6]=1)=[O:4]. (6) Reactant: [N:1]1([C:7]([N:9]2[CH2:14][CH2:13][CH:12]([CH2:15][N:16]([CH:20]3[CH2:29][CH2:28][C:27]4[C:22](=[CH:23][C:24]([N+:30]([O-])=O)=[CH:25][CH:26]=4)[CH2:21]3)[CH2:17][CH2:18][CH3:19])[CH2:11][CH2:10]2)=[O:8])[CH2:6][CH2:5][O:4][CH2:3][CH2:2]1.[H][H]. The catalyst class is: 29. Product: [NH2:30][C:24]1[CH:23]=[C:22]2[C:27]([CH2:28][CH2:29][CH:20]([N:16]([CH2:15][CH:12]3[CH2:11][CH2:10][N:9]([C:7]([N:1]4[CH2:6][CH2:5][O:4][CH2:3][CH2:2]4)=[O:8])[CH2:14][CH2:13]3)[CH2:17][CH2:18][CH3:19])[CH2:21]2)=[CH:26][CH:25]=1. (7) Reactant: [F:1][C:2]1[CH:43]=[CH:42][CH:41]=[C:40]([F:44])[C:3]=1[C:4]([N:6]1[CH2:11][CH2:10][N:9]([C:12]2[N:17]=[CH:16][C:15]([NH:18][C:19]([NH:21][C:22]3[N:23]([C:32]4[CH:37]=[CH:36][C:35]([CH3:38])=[CH:34][CH:33]=4)[N:24]=[C:25]([C:27]([CH3:31])([CH3:30])[CH2:28][F:29])[CH:26]=3)=[O:20])=[CH:14][C:13]=2[CH3:39])[CH2:8][CH2:7]1)=[O:5].F[C:46](F)(F)[S:47]([OH:50])(=[O:49])=[O:48]. Product: [CH3:46][S:47]([OH:50])(=[O:49])=[O:48].[F:44][C:40]1[CH:41]=[CH:42][CH:43]=[C:2]([F:1])[C:3]=1[C:4]([N:6]1[CH2:7][CH2:8][N:9]([C:12]2[N:17]=[CH:16][C:15]([NH:18][C:19]([NH:21][C:22]3[N:23]([C:32]4[CH:37]=[CH:36][C:35]([CH3:38])=[CH:34][CH:33]=4)[N:24]=[C:25]([C:27]([CH3:30])([CH3:31])[CH2:28][F:29])[CH:26]=3)=[O:20])=[CH:14][C:13]=2[CH3:39])[CH2:10][CH2:11]1)=[O:5]. The catalyst class is: 2. (8) Product: [Br:7][C:8]1[CH:20]=[CH:19][C:18]2[C:17]3[C:12](=[CH:13][CH:14]=[CH:15][CH:16]=3)[C:11]([CH2:26][CH2:3][CH2:2][CH3:5])([CH2:21][CH2:22][CH2:23][CH3:24])[C:10]=2[CH:9]=1. Reactant: C[C:2]([CH3:5])([O-])[CH3:3].[K+].[Br:7][C:8]1[CH:20]=[CH:19][C:18]2[C:17]3[C:12](=[CH:13][CH:14]=[CH:15][CH:16]=3)[CH2:11][C:10]=2[CH:9]=1.[CH2:21](I)[CH2:22][CH2:23][CH3:24].[CH3:26]S(C)=O. The catalyst class is: 22. (9) Reactant: [Cl:1][C:2]1[CH:10]=[CH:9][C:5]([C:6](Cl)=[O:7])=[CH:4][CH:3]=1.[Al+3].[Cl-].[Cl-].[Cl-].[CH2:15]([O:17][C:18](=[O:35])[CH2:19][CH:20]1[C:28]2[N:24]([C:25]3[N:32]=[CH:31][CH:30]=[C:29]([S:33][CH3:34])[C:26]=3[CH:27]=2)[CH2:23][CH2:22][CH2:21]1)[CH3:16]. Product: [CH2:15]([O:17][C:18](=[O:35])[CH2:19][CH:20]1[C:28]2[N:24]([C:25]3[N:32]=[CH:31][CH:30]=[C:29]([S:33][CH3:34])[C:26]=3[C:27]=2[C:6](=[O:7])[C:5]2[CH:9]=[CH:10][C:2]([Cl:1])=[CH:3][CH:4]=2)[CH2:23][CH2:22][CH2:21]1)[CH3:16]. The catalyst class is: 26. (10) Reactant: [CH2:1]([O:8][C:9]1[N:13]([CH2:14][C:15]2[CH:20]=[CH:19][C:18]([CH2:21][OH:22])=[CH:17][CH:16]=2)[N:12]=[C:11]([C:23]([CH3:26])([CH3:25])[CH3:24])[CH:10]=1)[C:2]1[CH:7]=[CH:6][CH:5]=[CH:4][CH:3]=1.[F:27][C:28]1[CH:33]=[C:32](O)[CH:31]=[CH:30][C:29]=1[CH2:35][CH2:36][C:37]([O:39][CH2:40][CH3:41])=[O:38].C(P(CCCC)CCCC)CCC.N(C(N1CCCCC1)=O)=NC(N1CCCCC1)=O. Product: [CH2:1]([O:8][C:9]1[N:13]([CH2:14][C:15]2[CH:16]=[CH:17][C:18]([CH2:21][O:22][C:32]3[CH:31]=[CH:30][C:29]([CH2:35][CH2:36][C:37]([O:39][CH2:40][CH3:41])=[O:38])=[C:28]([F:27])[CH:33]=3)=[CH:19][CH:20]=2)[N:12]=[C:11]([C:23]([CH3:26])([CH3:25])[CH3:24])[CH:10]=1)[C:2]1[CH:7]=[CH:6][CH:5]=[CH:4][CH:3]=1. The catalyst class is: 7.